Dataset: Full USPTO retrosynthesis dataset with 1.9M reactions from patents (1976-2016). Task: Predict the reactants needed to synthesize the given product. The reactants are: [Br:1]N1C(=O)CCC1=O.[CH:9]1[C:18]2[C:13](=[CH:14][CH:15]=[CH:16][CH:17]=2)[CH:12]=[CH:11][N:10]=1.[N+:19]([O-:22])([O-])=[O:20].[K+].N. Given the product [Br:1][C:14]1[CH:15]=[CH:16][C:17]([N+:19]([O-:22])=[O:20])=[C:18]2[C:13]=1[CH:12]=[CH:11][N:10]=[CH:9]2, predict the reactants needed to synthesize it.